This data is from Full USPTO retrosynthesis dataset with 1.9M reactions from patents (1976-2016). The task is: Predict the reactants needed to synthesize the given product. (1) The reactants are: Br[C:2]1[C:22]([F:23])=[CH:21][C:5]2[O:6][CH2:7][C:8]([F:20])([F:19])[C:9]3[S:13][C:12]([C:14]([O:16][CH2:17][CH3:18])=[O:15])=[N:11][C:10]=3[C:4]=2[CH:3]=1.[C:24]([C@:26]1([OH:33])[CH2:30][CH2:29][N:28]([CH3:31])[C:27]1=[O:32])#[CH:25]. Given the product [F:19][C:8]1([F:20])[C:9]2[S:13][C:12]([C:14]([O:16][CH2:17][CH3:18])=[O:15])=[N:11][C:10]=2[C:4]2[CH:3]=[C:2]([C:25]#[C:24][C@:26]3([OH:33])[CH2:30][CH2:29][N:28]([CH3:31])[C:27]3=[O:32])[C:22]([F:23])=[CH:21][C:5]=2[O:6][CH2:7]1, predict the reactants needed to synthesize it. (2) Given the product [C:1]([O:5][C@@H:6]([C:12]1[C:13]([CH3:34])=[N:14][C:15]([CH3:33])=[C:16]([C:26]2[CH:27]=[CH:28][C:29]([O:32][CH2:38][CH2:37][C:36]([CH3:41])([CH3:40])[CH3:35])=[CH:30][CH:31]=2)[C:17]=1[N:18]1[CH2:19][CH2:20][C:21]([CH3:24])([CH3:25])[CH2:22][CH2:23]1)[C:7]([O:9][CH2:10][CH3:11])=[O:8])([CH3:2])([CH3:3])[CH3:4], predict the reactants needed to synthesize it. The reactants are: [C:1]([O:5][C@@H:6]([C:12]1[C:13]([CH3:34])=[N:14][C:15]([CH3:33])=[C:16]([C:26]2[CH:31]=[CH:30][C:29]([OH:32])=[CH:28][CH:27]=2)[C:17]=1[N:18]1[CH2:23][CH2:22][C:21]([CH3:25])([CH3:24])[CH2:20][CH2:19]1)[C:7]([O:9][CH2:10][CH3:11])=[O:8])([CH3:4])([CH3:3])[CH3:2].[CH3:35][C:36]([CH3:41])([CH3:40])[CH2:37][CH2:38]O.C1C=CC(P(C2C=CC=CC=2)C2C=CC=CC=2)=CC=1.CCOC(/N=N/C(OCC)=O)=O. (3) Given the product [CH3:6][CH:5]([CH3:7])[CH:4]([O:8][C:9]1[CH:32]=[CH:31][C:12]2[C:13]3[N:17]([CH:16]=[C:15]([C:21]4[N:22]([CH2:26][C:27]([F:28])([F:30])[F:29])[N:23]=[CH:24][N:25]=4)[N:14]=3)[CH2:18][CH2:19][O:20][C:11]=2[CH:10]=1)[C:3]([NH2:39])=[O:2], predict the reactants needed to synthesize it. The reactants are: C[O:2][C:3](=O)[CH:4]([O:8][C:9]1[CH:32]=[CH:31][C:12]2[C:13]3[N:17]([CH2:18][CH2:19][O:20][C:11]=2[CH:10]=1)[CH:16]=[C:15]([C:21]1[N:22]([CH2:26][C:27]([F:30])([F:29])[F:28])[N:23]=[CH:24][N:25]=1)[N:14]=3)[CH:5]([CH3:7])[CH3:6].O.[OH-].[Li+].Cl.C[N:39](C(ON1N=NC2C=CC=NC1=2)=[N+](C)C)C.F[P-](F)(F)(F)(F)F.[Cl-].[NH4+].C(N(CC)CC)C. (4) The reactants are: Cl[C:2]1[C:3]([CH3:22])=[N:4][CH:5]=[C:6]([CH:21]=1)[C:7]([NH:9][C:10]1[CH:15]=[CH:14][C:13]([O:16][C:17]([F:20])([F:19])[F:18])=[CH:12][CH:11]=1)=[O:8].[N:23]1[CH:28]=[C:27](B(O)O)[CH:26]=[N:25][CH:24]=1. Given the product [CH3:22][C:3]1[C:2]([C:27]2[CH:28]=[N:23][CH:24]=[N:25][CH:26]=2)=[CH:21][C:6]([C:7]([NH:9][C:10]2[CH:15]=[CH:14][C:13]([O:16][C:17]([F:20])([F:19])[F:18])=[CH:12][CH:11]=2)=[O:8])=[CH:5][N:4]=1, predict the reactants needed to synthesize it.